From a dataset of Full USPTO retrosynthesis dataset with 1.9M reactions from patents (1976-2016). Predict the reactants needed to synthesize the given product. (1) Given the product [CH2:27]([C@H:10]1[C@H:9]([OH:8])[CH2:13][C:12](=[O:14])[N:11]1[C:15]1[CH:22]=[CH:21][C:18]([C:19]#[N:20])=[C:17]([C:23]([F:26])([F:24])[F:25])[CH:16]=1)[CH3:28], predict the reactants needed to synthesize it. The reactants are: [Si]([O:8][C@@H:9]1[CH2:13][C:12](=[O:14])[N:11]([C:15]2[CH:22]=[CH:21][C:18]([C:19]#[N:20])=[C:17]([C:23]([F:26])([F:25])[F:24])[CH:16]=2)[C@H:10]1[CH2:27][CH3:28])(C(C)(C)C)(C)C.C(O)C.Cl.C(=O)([O-])O.[Na+]. (2) Given the product [Br:1][C:2]1[CH:10]=[CH:9][CH:8]=[C:7]2[C:3]=1[C:4]([CH:11]=[O:12])=[CH:5][N:6]2[CH3:16], predict the reactants needed to synthesize it. The reactants are: [Br:1][C:2]1[CH:10]=[CH:9][CH:8]=[C:7]2[C:3]=1[C:4]([CH:11]=[O:12])=[CH:5][NH:6]2.[H-].[Na+].I[CH3:16]. (3) Given the product [C:22]([C:24](=[C:2]1[CH2:7][CH2:6][N:5]([C:8]([O:10][C:11]([CH3:14])([CH3:13])[CH3:12])=[O:9])[CH2:4][CH2:3]1)[C:25]([O:27][CH2:28][CH3:29])=[O:26])#[N:23], predict the reactants needed to synthesize it. The reactants are: O=[C:2]1[CH2:7][CH2:6][N:5]([C:8]([O:10][C:11]([CH3:14])([CH3:13])[CH3:12])=[O:9])[CH2:4][CH2:3]1.C1(C)C=CC=CC=1.[C:22]([CH2:24][C:25]([O:27][CH2:28][CH3:29])=[O:26])#[N:23]. (4) Given the product [CH2:1]([NH:8][C:9]([C:11]1[S:15][C:14]([NH:16][CH3:17])=[N:13][C:12]=1[CH3:25])=[O:10])[C:2]1[CH:7]=[CH:6][CH:5]=[CH:4][CH:3]=1, predict the reactants needed to synthesize it. The reactants are: [CH2:1]([NH:8][C:9]([C:11]1[S:15][C:14]([N:16](C)[C:17](=O)OC(C)(C)C)=[N:13][C:12]=1[CH3:25])=[O:10])[C:2]1[CH:7]=[CH:6][CH:5]=[CH:4][CH:3]=1.FC(F)(F)C(O)=O.C1(C)C=CC=CC=1. (5) Given the product [CH3:3][C:4]([CH3:26])=[CH:5][CH2:6][O:7][C:8]1[CH:9]=[CH:10][C:11]2[C:12](=[O:25])[C:13]3[C:18]([O:19][C:20]=2[C:21]=1[C:22](=[O:24])[CH:23]=[CH:27][C:28]1[CH:33]=[CH:32][CH:31]=[CH:30][CH:29]=1)=[CH:17][CH:16]=[CH:15][CH:14]=3, predict the reactants needed to synthesize it. The reactants are: [OH-].[K+].[CH3:3][C:4]([CH3:26])=[CH:5][CH2:6][O:7][C:8]1[CH:9]=[CH:10][C:11]2[C:12](=[O:25])[C:13]3[C:18]([O:19][C:20]=2[C:21]=1[C:22](=[O:24])[CH3:23])=[CH:17][CH:16]=[CH:15][CH:14]=3.[CH:27](=O)[C:28]1[CH:33]=[CH:32][CH:31]=[CH:30][CH:29]=1. (6) Given the product [OH:14][C:13]1[NH:1][C:2]2[C:3]([CH3:9])=[CH:4][CH:5]=[CH:6][C:7]=2[N:8]=1, predict the reactants needed to synthesize it. The reactants are: [NH2:1][C:2]1[C:7]([NH2:8])=[CH:6][CH:5]=[CH:4][C:3]=1[CH3:9].CN([CH:13]=[O:14])C. (7) Given the product [C:1]1(=[O:11])[NH:5][C:4](=[O:6])[C:3]2=[CH:7][CH:8]=[CH:9][CH:10]=[C:2]12.[NH2:5][CH:14]1[C:15]2([CH3:32])[C:20]([C:23]3[CH:28]=[CH:27][CH:26]=[C:25]([O:29][CH3:30])[CH:24]=3)([CH2:19][CH2:18][CH2:17][CH2:16]2)[CH2:21][CH2:22][NH:13]1, predict the reactants needed to synthesize it. The reactants are: [C:1]1(=[O:11])[NH:5][C:4](=[O:6])[C:3]2=[CH:7][CH:8]=[CH:9][CH:10]=[C:2]12.C[N:13]1[CH2:22][CH2:21][C:20]2([C:23]3[CH:28]=[CH:27][CH:26]=[C:25]([O:29][CH3:30])[CH:24]=3)[C:15]([CH3:32])([CH2:16][CH2:17][CH:18](N)[CH2:19]2)[CH2:14]1.ClC(OC(Cl)C)=O.